From a dataset of Forward reaction prediction with 1.9M reactions from USPTO patents (1976-2016). Predict the product of the given reaction. Given the reactants [NH:1]([C:8]([O:10][C:11]([CH3:14])([CH3:13])[CH3:12])=[O:9])[CH2:2][C:3]([O:5]CC)=O.[C:15]([O:19][CH2:20][CH3:21])(=[O:18])[CH:16]=[CH2:17].CC([O-])(C)C.[K+], predict the reaction product. The product is: [CH2:20]([O:19][C:15]([CH:16]1[C:3](=[O:5])[CH2:2][N:1]([C:8]([O:10][C:11]([CH3:12])([CH3:13])[CH3:14])=[O:9])[CH2:17]1)=[O:18])[CH3:21].